This data is from Full USPTO retrosynthesis dataset with 1.9M reactions from patents (1976-2016). The task is: Predict the reactants needed to synthesize the given product. (1) Given the product [N:1]1[CH:2]=[CH:3][C:4]([CH2:7][CH2:8][N:9]2[CH2:10][CH2:11][C:12]3([CH2:19][CH2:18][CH:17]([CH2:20][C:21]([OH:23])=[O:22])[CH2:16][CH2:15]3)[CH2:13][CH2:14]2)=[CH:5][CH:6]=1, predict the reactants needed to synthesize it. The reactants are: [N:1]1[CH:6]=[CH:5][C:4]([CH2:7][CH2:8][N:9]2[CH2:14][CH2:13][C:12]3([CH2:19][CH2:18][CH:17]([CH2:20][C:21]([O:23]CC)=[O:22])[CH2:16][CH2:15]3)[CH2:11][CH2:10]2)=[CH:3][CH:2]=1. (2) The reactants are: C[O:2][C:3]1(OC)[CH2:6][C:5]([C:13]([O:15][CH:16]([CH3:18])[CH3:17])=[O:14])([C:7]([O:9][CH:10]([CH3:12])[CH3:11])=[O:8])[CH2:4]1. Given the product [O:2]=[C:3]1[CH2:6][C:5]([C:7]([O:9][CH:10]([CH3:12])[CH3:11])=[O:8])([C:13]([O:15][CH:16]([CH3:17])[CH3:18])=[O:14])[CH2:4]1, predict the reactants needed to synthesize it. (3) Given the product [CH2:33]([O:40][C:41]1[C:42]([CH:43]=[CH:9][C:8]2[CH:7]=[CH:6][C:5]([N+:2]([O-:4])=[O:3])=[CH:30][CH:29]=2)=[CH:45][C:46]([C:57]([CH3:60])([CH3:59])[CH3:58])=[CH:47][C:48]=1[C:49]1[C:50]([O:55][CH3:56])=[N:51][CH:52]=[CH:53][CH:54]=1)[C:34]1[CH:35]=[CH:36][CH:37]=[CH:38][CH:39]=1, predict the reactants needed to synthesize it. The reactants are: [Br-].[N+:2]([C:5]1[CH:30]=[CH:29][C:8]([CH2:9][P+](C2C=CC=CC=2)(C2C=CC=CC=2)C2C=CC=CC=2)=[CH:7][CH:6]=1)([O-:4])=[O:3].[H-].[Na+].[CH2:33]([O:40][C:41]1[C:48]([C:49]2[C:50]([O:55][CH3:56])=[N:51][CH:52]=[CH:53][CH:54]=2)=[CH:47][C:46]([C:57]([CH3:60])([CH3:59])[CH3:58])=[CH:45][C:42]=1[CH:43]=O)[C:34]1[CH:39]=[CH:38][CH:37]=[CH:36][CH:35]=1. (4) Given the product [F:8][C:6]1[CH:7]=[CH:2][C:3]2[C:9]3[C:10]([CH:16]([CH3:17])[N:18]([S:19]([C:22]4[CH:23]=[CH:24][C:25]([O:28][CH3:29])=[CH:26][CH:27]=4)(=[O:20])=[O:21])[C:4]=2[CH:5]=1)=[CH:11][CH:12]=[C:13]([F:15])[CH:14]=3, predict the reactants needed to synthesize it. The reactants are: F[C:2]1[CH:7]=[C:6]([F:8])[CH:5]=[CH:4][C:3]=1[C:9]1[CH:14]=[C:13]([F:15])[CH:12]=[CH:11][C:10]=1[CH:16]([NH:18][S:19]([C:22]1[CH:27]=[CH:26][C:25]([O:28][CH3:29])=[CH:24][CH:23]=1)(=[O:21])=[O:20])[CH3:17].C(=O)([O-])[O-].[K+].[K+]. (5) Given the product [CH:33]1([S:30]([N:27]2[CH2:26][CH2:25][N:24]([C:21]3[CH:22]=[CH:23][C:18]([N:11]4[C:12]5[C:17](=[CH:16][CH:15]=[CH:14][CH:13]=5)[NH:8][CH2:9][CH2:10]4)=[N:19][CH:20]=3)[CH2:29][CH2:28]2)(=[O:32])=[O:31])[CH2:35][CH2:34]1, predict the reactants needed to synthesize it. The reactants are: C(OC([N:8]1[C:17]2[C:12](=[CH:13][CH:14]=[CH:15][CH:16]=2)[N:11]([C:18]2[CH:23]=[CH:22][C:21]([N:24]3[CH2:29][CH2:28][N:27]([S:30]([CH:33]4[CH2:35][CH2:34]4)(=[O:32])=[O:31])[CH2:26][CH2:25]3)=[CH:20][N:19]=2)[CH2:10][CH2:9]1)=O)(C)(C)C.Cl. (6) Given the product [C@@H:6]1([N:19]2[CH:26]=[C:25]([F:27])[C:23](=[O:24])[NH:22][C:20]2=[O:21])[O:7][C@H:8]([CH2:14][OH:15])[C@H:9]([OH:10])[C@H:5]1[OH:4], predict the reactants needed to synthesize it. The reactants are: C([O:4][C@@H:5]1[C@@H:9]([O:10]C(=O)C)[C@@H:8]([CH2:14][O:15]C(=O)C)[O:7][C@H:6]1[N:19]1[CH:26]=[C:25]([F:27])[C:23](=[O:24])[NH:22][C:20]1=[O:21])(=O)C.C(N(CC)CC)C. (7) The reactants are: [OH:1][CH2:2][C@H:3]1[CH2:7][CH2:6][C:5](=[O:8])[N:4]1[CH2:9][CH2:10][CH2:11][CH2:12][S:13][CH2:14][C:15]([O:17][CH3:18])=[O:16].CC(OI1(OC(C)=O)(OC(C)=O)OC(=O)C2C=CC=CC1=2)=O. Given the product [CH:2]([C@H:3]1[CH2:7][CH2:6][C:5](=[O:8])[N:4]1[CH2:9][CH2:10][CH2:11][CH2:12][S:13][CH2:14][C:15]([O:17][CH3:18])=[O:16])=[O:1], predict the reactants needed to synthesize it. (8) The reactants are: [F:1][CH:2]([F:35])[O:3][C:4]1[CH:9]=[CH:8][C:7]([C:10]2[CH:11]=[N:12][C:13]([NH:16][C:17]3[CH:18]=[CH:19][C:20]([CH3:34])=[C:21]([NH:23][C:24]([N:26]4[CH2:33][C:30]5([CH2:32][CH2:31]5)[NH:29][CH2:28][CH2:27]4)=[O:25])[CH:22]=3)=[N:14][CH:15]=2)=[CH:6][CH:5]=1.[OH:36][CH2:37][CH:38]=O.[O-]S([O-])(=O)=O.[Na+].[Na+]. Given the product [F:35][CH:2]([F:1])[O:3][C:4]1[CH:9]=[CH:8][C:7]([C:10]2[CH:11]=[N:12][C:13]([NH:16][C:17]3[CH:18]=[CH:19][C:20]([CH3:34])=[C:21]([NH:23][C:24]([N:26]4[CH2:33][C:30]5([CH2:32][CH2:31]5)[N:29]([CH2:38][CH2:37][OH:36])[CH2:28][CH2:27]4)=[O:25])[CH:22]=3)=[N:14][CH:15]=2)=[CH:6][CH:5]=1, predict the reactants needed to synthesize it.